From a dataset of Reaction yield outcomes from USPTO patents with 853,638 reactions. Predict the reaction yield, written as a fraction of the theoretical maximum amount of product (1.0 means a 100% yield; for example, 0.34 means a 34% yield). (1) The reactants are [CH3:1][C:2]1[CH:9]=[CH:8][C:5]([CH:6]=O)=[CH:4][CH:3]=1.[NH:10]1[C:14]([NH2:15])=[CH:13][CH:12]=[N:11]1.O=[C:17]([CH3:23])[CH2:18][C:19]([O:21][CH3:22])=[O:20].C(C1C(=O)C(Cl)=C(Cl)C(=O)C=1C#N)#N. The catalyst is C1COCC1.CCCCCCC.N1CCCCC1. The product is [CH3:23][C:17]1[C:18]([C:19]([O:21][CH3:22])=[O:20])=[C:6]([C:5]2[CH:8]=[CH:9][C:2]([CH3:1])=[CH:3][CH:4]=2)[N:10]2[N:11]=[CH:12][CH:13]=[C:14]2[N:15]=1. The yield is 0.662. (2) The reactants are [CH3:1][O:2][C:3](=[O:41])[C:4]1[CH:9]=[CH:8][C:7]([NH:10][CH2:11][CH2:12][C:13]2[C:21]3[C:16](=[CH:17][CH:18]=[C:19]([Cl:22])[CH:20]=3)[N:15]([CH:23]([C:30]3[CH:35]=[CH:34][CH:33]=[CH:32][CH:31]=3)[C:24]3[CH:29]=[CH:28][CH:27]=[CH:26][CH:25]=3)[C:14]=2[CH2:36][CH2:37][N:38]=[N+]=[N-])=[CH:6][CH:5]=1.C1C=CC(P(C2C=CC=CC=2)C2C=CC=CC=2)=CC=1.O. The catalyst is C1COCC1.CCOC(C)=O. The product is [CH3:1][O:2][C:3](=[O:41])[C:4]1[CH:5]=[CH:6][C:7]([NH:10][CH2:11][CH2:12][C:13]2[C:21]3[C:16](=[CH:17][CH:18]=[C:19]([Cl:22])[CH:20]=3)[N:15]([CH:23]([C:30]3[CH:31]=[CH:32][CH:33]=[CH:34][CH:35]=3)[C:24]3[CH:29]=[CH:28][CH:27]=[CH:26][CH:25]=3)[C:14]=2[CH2:36][CH2:37][NH2:38])=[CH:8][CH:9]=1. The yield is 0.530.